From a dataset of Reaction yield outcomes from USPTO patents with 853,638 reactions. Predict the reaction yield, written as a fraction of the theoretical maximum amount of product (1.0 means a 100% yield; for example, 0.34 means a 34% yield). (1) The reactants are [C:1]([N:4]1[CH2:9][CH2:8][C:7]2[O:10][C:11]([C:13]3[CH:18]=[CH:17][C:16]([OH:19])=[CH:15][CH:14]=3)=[N:12][C:6]=2[CH2:5]1)(=[O:3])[CH3:2].[K].CC1C=CC(S(O[C@H:32]2[CH2:35][C@@H:34]([N:36]3[CH2:41][CH2:40][CH2:39][CH2:38][CH2:37]3)[CH2:33]2)(=O)=O)=CC=1. The catalyst is CN(C)C=O. The product is [C:1]([N:4]1[CH2:9][CH2:8][C:7]2[O:10][C:11]([C:13]3[CH:18]=[CH:17][C:16]([O:19][C@H:32]4[CH2:35][C@H:34]([N:36]5[CH2:41][CH2:40][CH2:39][CH2:38][CH2:37]5)[CH2:33]4)=[CH:15][CH:14]=3)=[N:12][C:6]=2[CH2:5]1)(=[O:3])[CH3:2]. The yield is 0.0700. (2) The reactants are [C:1]([O:5][C:6]([NH:8][CH2:9][CH2:10][CH2:11][N:12]([CH3:58])[CH2:13][CH2:14][CH2:15][NH:16][C:17]1[C:29]2[C:28]3[C:23](=[CH:24][C:25]([C:30]([O:32][CH3:33])=[O:31])=[CH:26][CH:27]=3)[NH:22][C:21]=2[N:20]=[C:19]([CH2:34][C:35]2[CH:40]=[CH:39][CH:38]=[C:37]([C:41](=[N:46]OS(C3C=CC(C)=CC=3)(=O)=O)[C:42]([F:45])([F:44])[F:43])[CH:36]=2)[N:18]=1)=[O:7])([CH3:4])([CH3:3])[CH3:2].[NH3:59]. The catalyst is C(Cl)Cl. The product is [C:1]([O:5][C:6]([NH:8][CH2:9][CH2:10][CH2:11][N:12]([CH3:58])[CH2:13][CH2:14][CH2:15][NH:16][C:17]1[C:29]2[C:28]3[C:23](=[CH:24][C:25]([C:30]([O:32][CH3:33])=[O:31])=[CH:26][CH:27]=3)[NH:22][C:21]=2[N:20]=[C:19]([CH2:34][C:35]2[CH:40]=[CH:39][CH:38]=[C:37]([C:41]3([C:42]([F:43])([F:44])[F:45])[NH:59][NH:46]3)[CH:36]=2)[N:18]=1)=[O:7])([CH3:4])([CH3:2])[CH3:3]. The yield is 0.790. (3) The reactants are [NH2:1][CH2:2][C:3]([CH3:7])([CH3:6])[CH2:4][OH:5].[CH2:8]([N:10]=[C:11]=[O:12])[CH3:9]. The catalyst is O1CCOCC1. The product is [CH2:8]([NH:10][C:11]([NH:1][CH2:2][C:3]([CH3:7])([CH3:6])[CH2:4][OH:5])=[O:12])[CH3:9]. The yield is 1.00. (4) The yield is 0.820. The reactants are Br[CH2:2][CH2:3]Br.[Cl:5][C:6]1[CH:11]=[CH:10][CH:9]=[CH:8][C:7]=1[N:12]1[C:16]([C:17]2[S:18][C:19]([C:22]3[CH:27]=[CH:26][CH:25]=[C:24]([S:28]([CH3:31])(=[O:30])=[O:29])[CH:23]=3)=[CH:20][CH:21]=2)=[CH:15][C:14]([CH2:32][C:33]#[N:34])=[N:13]1.[OH-].[Na+]. The catalyst is [Cl-].C([N+](CC)(CC)CC)C1C=CC=CC=1.O. The product is [Cl:5][C:6]1[CH:11]=[CH:10][CH:9]=[CH:8][C:7]=1[N:12]1[C:16]([C:17]2[S:18][C:19]([C:22]3[CH:27]=[CH:26][CH:25]=[C:24]([S:28]([CH3:31])(=[O:29])=[O:30])[CH:23]=3)=[CH:20][CH:21]=2)=[CH:15][C:14]([C:32]2([C:33]#[N:34])[CH2:3][CH2:2]2)=[N:13]1. (5) The reactants are Cl[CH2:2][C:3]([C:5]1[CH:10]=[C:9]([CH:11]([CH3:13])[CH3:12])[C:8]([OH:14])=[C:7]([CH:15]([CH3:17])[CH3:16])[CH:6]=1)=[O:4].[I-:18].[Na+].CCCCCC. The catalyst is COCCOC. The product is [OH:14][C:8]1[C:9]([CH:11]([CH3:13])[CH3:12])=[CH:10][C:5]([C:3](=[O:4])[CH2:2][I:18])=[CH:6][C:7]=1[CH:15]([CH3:17])[CH3:16]. The yield is 0.700. (6) The reactants are [NH2:1][C:2](=[O:22])[CH2:3][NH:4]/[C:5](/[C:12]1[CH:17]=[CH:16][CH:15]=[CH:14][C:13]=1[O:18][CH2:19][CH2:20][OH:21])=[CH:6]\[C:7]([O:9]CC)=O.C[Si]([N:27]=[C:28]=[S:29])(C)C.O. The catalyst is O1CCCC1. The product is [OH:21][CH2:20][CH2:19][O:18][C:13]1[CH:14]=[CH:15][CH:16]=[CH:17][C:12]=1[C:5]1[N:4]([CH2:3][C:2]([NH2:1])=[O:22])[C:28](=[S:29])[NH:27][C:7](=[O:9])[CH:6]=1. The yield is 0.317. (7) The reactants are [F:1][C:2]1[CH:3]=[C:4]([CH:6]=[CH:7][C:8]=1[N:9]1[CH2:14][CH2:13][S:12][CH2:11][CH2:10]1)[NH2:5].C[Al](C)C.N#N.[NH:21](/[C:25](/[CH3:31])=[CH:26]\[C:27](OC)=[O:28])[C:22]([CH3:24])=O. The catalyst is C(Cl)Cl. The product is [F:1][C:2]1[CH:3]=[C:4]([N:5]2[C:27](=[O:28])[CH:26]=[C:25]([CH3:31])[N:21]=[C:22]2[CH3:24])[CH:6]=[CH:7][C:8]=1[N:9]1[CH2:10][CH2:11][S:12][CH2:13][CH2:14]1. The yield is 0.670. (8) The reactants are Cl[C:2]1[CH:3]=[C:4]([F:9])[C:5]([F:8])=[N:6][CH:7]=1.[O-]P([O-])([O-])=O.[K+].[K+].[K+].[CH3:18][N:19]1[CH:23]=[C:22](B2OC(C)(C)C(C)(C)O2)[CH:21]=[N:20]1.CC(C1C=C(C(C)C)C(C2C=CC=CC=2P(C2CCCCC2)C2CCCCC2)=C(C(C)C)C=1)C. The catalyst is C([O-])(=O)C.[Pd+2].C([O-])(=O)C.CCOC(C)=O.O.O1CCOCC1. The product is [F:8][C:5]1[C:4]([F:9])=[CH:3][C:2]([C:22]2[CH:21]=[N:20][N:19]([CH3:18])[CH:23]=2)=[CH:7][N:6]=1. The yield is 0.885. (9) The reactants are [CH2:1]([O:3][C:4](=[O:18])[CH2:5][S:6][C:7]1[NH:11][C:10]2[CH:12]=[C:13]([O:16][CH3:17])[CH:14]=[CH:15][C:9]=2[N:8]=1)[CH3:2].C1N2CN3CN(C2)CN1C3.FC(F)(F)[C:31](O)=[O:32]. The catalyst is O. The product is [CH2:1]([O:3][C:4](=[O:18])[CH2:5][S:6][C:7]1[NH:11][C:10]2[C:12]([CH:31]=[O:32])=[C:13]([O:16][CH3:17])[CH:14]=[CH:15][C:9]=2[N:8]=1)[CH3:2]. The yield is 0.0900. (10) The reactants are [Cl:1][C:2]1[S:6][C:5]([S:7]([NH2:10])(=[O:9])=[O:8])=[CH:4][CH:3]=1.[OH-].[Na+].[N+:13]([C:16]1[CH:24]=[CH:23][C:19]([C:20](Cl)=[O:21])=[CH:18][CH:17]=1)([O-:15])=[O:14].Cl. The catalyst is CC(C)=O. The product is [Cl:1][C:2]1[S:6][C:5]([S:7]([NH:10][C:20]([C:19]2[CH:18]=[CH:17][C:16]([N+:13]([O-:15])=[O:14])=[CH:24][CH:23]=2)=[O:21])(=[O:9])=[O:8])=[CH:4][CH:3]=1. The yield is 0.810.